Dataset: Forward reaction prediction with 1.9M reactions from USPTO patents (1976-2016). Task: Predict the product of the given reaction. Given the reactants [F:1][C:2]1[CH:7]=[CH:6][CH:5]=[C:4]([F:8])[C:3]=1[C:9]1[C:10](=O)[O:11][C:12](O)([CH3:20])[C:13]=1[C:14]1[CH:19]=[CH:18][CH:17]=[CH:16][CH:15]=1.O.[NH2:24][NH2:25], predict the reaction product. The product is: [F:1][C:2]1[CH:7]=[CH:6][CH:5]=[C:4]([F:8])[C:3]=1[C:9]1[C:10](=[O:11])[NH:24][N:25]=[C:12]([CH3:20])[C:13]=1[C:14]1[CH:19]=[CH:18][CH:17]=[CH:16][CH:15]=1.